Dataset: Full USPTO retrosynthesis dataset with 1.9M reactions from patents (1976-2016). Task: Predict the reactants needed to synthesize the given product. Given the product [Cl:51][C:39]1[CH:38]=[CH:37][C:36]([C:5]2[C:6]([C@@H:8]([NH:18][C:19](=[O:35])[CH2:20][N:21]3[C:25]4[C:26]([F:30])([F:31])[C@@H:27]5[CH2:29][C@@H:28]5[C:24]=4[C:23]([CH:32]([F:34])[F:33])=[N:22]3)[CH2:9][C:10]3[CH:15]=[C:14]([F:16])[CH:13]=[C:12]([F:17])[CH:11]=3)=[N:7][C:2]([C:53]#[C:52][C:54]3[N:55]=[CH:56][N:57]([CH3:59])[CH:58]=3)=[CH:3][CH:4]=2)=[C:44]2[C:40]=1[C:41]([NH:46][S:47]([CH3:50])(=[O:49])=[O:48])=[N:42][N:43]2[CH3:45], predict the reactants needed to synthesize it. The reactants are: Cl[C:2]1[N:7]=[C:6]([C@@H:8]([NH:18][C:19](=[O:35])[CH2:20][N:21]2[C:25]3[C:26]([F:31])([F:30])[C@@H:27]4[CH2:29][C@@H:28]4[C:24]=3[C:23]([CH:32]([F:34])[F:33])=[N:22]2)[CH2:9][C:10]2[CH:15]=[C:14]([F:16])[CH:13]=[C:12]([F:17])[CH:11]=2)[C:5]([C:36]2[CH:37]=[CH:38][C:39]([Cl:51])=[C:40]3[C:44]=2[N:43]([CH3:45])[N:42]=[C:41]3[NH:46][S:47]([CH3:50])(=[O:49])=[O:48])=[CH:4][CH:3]=1.[C:52]([C:54]1[N:55]=[CH:56][N:57]([CH3:59])[CH:58]=1)#[CH:53].C(#N)C.FC(F)(F)C(O)=O.